This data is from Reaction yield outcomes from USPTO patents with 853,638 reactions. The task is: Predict the reaction yield, written as a fraction of the theoretical maximum amount of product (1.0 means a 100% yield; for example, 0.34 means a 34% yield). (1) The product is [CH3:13][C@@H:14]([CH2:20][CH2:21][CH2:22][C:23]1[CH:24]=[CH:25][CH:26]=[CH:27][CH:28]=1)[C:15](=[O:16])[CH2:1][P:2](=[O:7])([O:5][CH3:6])[O:3][CH3:4]. The yield is 0.420. The reactants are [CH3:1][P:2](=[O:7])([O:5][CH3:6])[O:3][CH3:4].C([Li])CCC.[CH3:13][C@@H:14]([CH2:20][CH2:21][CH2:22][C:23]1[CH:28]=[CH:27][CH:26]=[CH:25][CH:24]=1)[C:15](OCC)=[O:16].OS([O-])(=O)=O.[K+]. The catalyst is C1COCC1. (2) The reactants are [Cl:1][C:2]1[CH:37]=[CH:36][C:5]([CH2:6][CH2:7][NH:8][C:9]([C:11]2[CH:35]=[CH:34][C:14]([O:15][C:16]3[CH:25]=[C:24]4[C:19]([CH:20]([C:28]([O:30]C)=[O:29])[CH2:21][C:22]([CH3:27])([CH3:26])[O:23]4)=[CH:18][C:17]=3[C:32]#[N:33])=[CH:13][CH:12]=2)=[O:10])=[CH:4][CH:3]=1.[OH-].[Na+].O.CO. The catalyst is C1COCC1.C(OCC)(=O)C.Cl. The product is [Cl:1][C:2]1[CH:3]=[CH:4][C:5]([CH2:6][CH2:7][NH:8][C:9]([C:11]2[CH:12]=[CH:13][C:14]([O:15][C:16]3[CH:25]=[C:24]4[C:19]([CH:20]([C:28]([OH:30])=[O:29])[CH2:21][C:22]([CH3:26])([CH3:27])[O:23]4)=[CH:18][C:17]=3[C:32]#[N:33])=[CH:34][CH:35]=2)=[O:10])=[CH:36][CH:37]=1. The yield is 0.308. (3) The catalyst is C1(C)C=CC=CC=1.CN(C)C=O.C(N(CC)CC)C.O1CCCC1. The reactants are [F:1][C:2]([C:5]1([C:8]([OH:10])=O)[CH2:7][CH2:6]1)([F:4])[F:3].C(Cl)(=O)C(Cl)=O.C(=O)=O.CO.CS([O-])(=O)=O.[O:27]=[C:28]1[C@@H:33]2[CH2:34][C@@H:30]([CH2:31][NH2+:32]2)[O:29]1.C(O)(=O)CC(CC(O)=O)(C(O)=O)O. The product is [F:1][C:2]([F:4])([F:3])[C:5]1([C:8]([N:32]2[CH2:31][C@@H:30]3[CH2:34][C@H:33]2[C:28](=[O:27])[O:29]3)=[O:10])[CH2:7][CH2:6]1. The yield is 0.920. (4) The reactants are [C:1](=[N:4][NH:5][C:6](=[O:16])[C:7]1[CH:12]=[CH:11][CH:10]=[C:9]([O:13][CH3:14])[C:8]=1[CH3:15])([CH3:3])[CH3:2].Cl[O:18][N:19]=[CH:20][C:21]1[CH:26]=[C:25]([CH3:27])[CH:24]=[C:23]([CH3:28])[CH:22]=1.C(Cl)(Cl)Cl.C([O-])([O-])=O.[K+].[K+]. The catalyst is O. The product is [CH3:28][C:23]1[CH:22]=[C:21]([C:20]2[N:4]([NH:5][C:6](=[O:16])[C:7]3[CH:12]=[CH:11][CH:10]=[C:9]([O:13][CH3:14])[C:8]=3[CH3:15])[C:1]([CH3:3])([CH3:2])[O:18][N:19]=2)[CH:26]=[C:25]([CH3:27])[CH:24]=1. The yield is 0.320. (5) The reactants are [H-].[Al+3].[Li+].[H-].[H-].[H-].C(NC1C=CC=CN=1)C.[F:16][C:17]1[CH:26]=[C:25]([F:27])[CH:24]=[C:23]2[C:18]=1[CH2:19][CH2:20][C:21](=[O:28])[CH2:22]2. The catalyst is CCOCC. The product is [OH:28][C@@H:21]1[CH2:20][CH2:19][C:18]2[C:23](=[CH:24][C:25]([F:27])=[CH:26][C:17]=2[F:16])[CH2:22]1. The yield is 0.470. (6) The reactants are Cl.O1CCOCC1.[F:8][C:9]([F:47])([C:41]1[CH:46]=[CH:45][CH:44]=[CH:43][CH:42]=1)[CH2:10][NH:11][C:12]1[C:13]([F:40])=[C:14]([CH2:19][C:20]([NH:22][CH2:23][C:24]2[C:25]([CH3:39])=[N:26][C:27]([NH:31]C(OC(C)(C)C)=O)=[CH:28][C:29]=2[CH3:30])=[O:21])[C:15]([Cl:18])=[CH:16][CH:17]=1. No catalyst specified. The product is [ClH:18].[NH2:31][C:27]1[N:26]=[C:25]([CH3:39])[C:24]([CH2:23][NH:22][C:20](=[O:21])[CH2:19][C:14]2[C:15]([Cl:18])=[CH:16][CH:17]=[C:12]([NH:11][CH2:10][C:9]([F:8])([F:47])[C:41]3[CH:42]=[CH:43][CH:44]=[CH:45][CH:46]=3)[C:13]=2[F:40])=[C:29]([CH3:30])[CH:28]=1. The yield is 0.770. (7) The yield is 0.800. The reactants are [F:1][C:2]1[C:7]([C:8]2[CH:9]=[N:10][N:11]([CH3:13])[CH:12]=2)=[CH:6][CH:5]=[CH:4][C:3]=1[N:14]1[CH:19]=[C:18]([O:20][CH3:21])[C:17](=[O:22])[C:16]([C:23](N(OC)C)=[O:24])=[N:15]1.[CH3:29][Mg+].[Br-]. The product is [C:23]([C:16]1[C:17](=[O:22])[C:18]([O:20][CH3:21])=[CH:19][N:14]([C:3]2[CH:4]=[CH:5][CH:6]=[C:7]([C:8]3[CH:9]=[N:10][N:11]([CH3:13])[CH:12]=3)[C:2]=2[F:1])[N:15]=1)(=[O:24])[CH3:29]. The catalyst is C1COCC1.